This data is from Catalyst prediction with 721,799 reactions and 888 catalyst types from USPTO. The task is: Predict which catalyst facilitates the given reaction. (1) Reactant: [CH:1]#C.[C:3]([O:7][K])([CH3:6])([CH3:5])[CH3:4].[C:9]1(=[CH:14][CH2:15]CC(=O)C)[CH2:13][CH2:12][CH2:11][CH2:10]1. Product: [C:9]1(=[CH:14][CH2:15][CH2:4][C:3]([CH3:6])([OH:7])[C:5]#[CH:1])[CH2:13][CH2:12][CH2:11][CH2:10]1. The catalyst class is: 1. (2) Reactant: [C:1]1([CH2:7][NH:8][C@@H:9]([CH3:12])[CH2:10][OH:11])[CH:6]=[CH:5][CH:4]=[CH:3][CH:2]=1.C([O-])([O-])=O.[K+].[K+].Cl[CH2:20][C:21](Cl)=[O:22].[OH-].[Na+]. Product: [CH3:12][C@@H:9]1[N:8]([CH2:7][C:1]2[CH:6]=[CH:5][CH:4]=[CH:3][CH:2]=2)[C:21](=[O:22])[CH2:20][O:11][CH2:10]1. The catalyst class is: 20.